This data is from Full USPTO retrosynthesis dataset with 1.9M reactions from patents (1976-2016). The task is: Predict the reactants needed to synthesize the given product. (1) Given the product [Cl:10][C:11]1[CH:12]=[C:13]([NH:18][C@H:19]([C:21]([NH:9][C:7](=[O:8])[C@@H:2]([NH2:1])[CH2:3][CH2:4][CH2:5][CH3:6])=[O:22])[CH3:20])[CH:14]=[CH:15][C:16]=1[Cl:17], predict the reactants needed to synthesize it. The reactants are: [NH2:1][C@H:2]([C:7]([NH2:9])=[O:8])[CH2:3][CH2:4][CH2:5][CH3:6].[Cl:10][C:11]1[CH:12]=[C:13]([NH:18][CH:19]([C:21](O)=[O:22])[CH3:20])[CH:14]=[CH:15][C:16]=1[Cl:17]. (2) Given the product [NH2:9][C:3]1[N:4]=[CH:5][N:6]=[C:7]([NH:10][CH2:11][CH:12]2[CH2:13][CH2:14][N:15]([C:18]([C:41]3[CH2:44][CH2:43][CH:42]=3)=[O:20])[CH2:16][CH2:17]2)[C:2]=1[C:29]1[CH:30]=[CH:31][C:26]([O:25][C:32]2[CH:37]=[CH:36][CH:35]=[CH:34][CH:33]=2)=[CH:27][CH:28]=1, predict the reactants needed to synthesize it. The reactants are: Cl[C:2]1[C:3]([NH2:9])=[N:4][CH:5]=[N:6][C:7]=1Cl.[NH2:10][CH2:11][CH:12]1[CH2:17][CH2:16][N:15]([C:18]([O:20]C(C)(C)C)=O)[CH2:14][CH2:13]1.[O:25]([C:32]1[CH:37]=[CH:36][C:35](B(O)O)=[CH:34][CH:33]=1)[C:26]1[CH:31]=[CH:30][CH:29]=[CH:28][CH:27]=1.[C:41]1(C(O)=O)[CH2:44][CH2:43][CH:42]=1. (3) Given the product [C:1]([C:3]1[CH:4]=[CH:5][C:6]([NH:9][C:10]([CH:12]2[NH:16][CH:15]([CH2:17][C:18]([CH3:21])([CH3:20])[CH3:19])[C:14]3([C:29]4[C:24](=[CH:25][C:26]([Cl:30])=[CH:27][CH:28]=4)[NH:23][C:22]3=[O:31])[CH:13]2[C:32]2[CH:37]=[CH:36][CH:35]=[C:34]([Cl:38])[C:33]=2[F:39])=[O:11])=[CH:7][CH:8]=1)(=[O:40])[NH2:2], predict the reactants needed to synthesize it. The reactants are: [C:1]([C:3]1[CH:8]=[CH:7][C:6]([NH:9][C:10]([CH:12]2[NH:16][CH:15]([CH2:17][C:18]([CH3:21])([CH3:20])[CH3:19])[C:14]3([C:29]4[C:24](=[CH:25][C:26]([Cl:30])=[CH:27][CH:28]=4)[NH:23][C:22]3=[O:31])[CH:13]2[C:32]2[CH:37]=[CH:36][CH:35]=[C:34]([Cl:38])[C:33]=2[F:39])=[O:11])=[CH:5][CH:4]=1)#[N:2].[OH:40]O.[OH-].[Na+]. (4) Given the product [CH3:1][C:2]1[N:7]([CH2:30][CH2:31][CH3:32])[C:6](=[O:8])[C:5]([CH2:9][CH2:10][C:11]2[CH:16]=[CH:15][CH:14]=[CH:13][CH:12]=2)=[C:4]([C:17]2[CH:22]=[CH:21][CH:20]=[CH:19][C:18]=2[O:23][CH3:24])[N:3]=1, predict the reactants needed to synthesize it. The reactants are: [CH3:1][C:2]1[NH:3][C:4]([C:17]2[CH:22]=[CH:21][CH:20]=[CH:19][C:18]=2[O:23][CH3:24])=[C:5]([CH2:9][CH2:10][C:11]2[CH:16]=[CH:15][CH:14]=[CH:13][CH:12]=2)[C:6](=[O:8])[N:7]=1.[H-].[Na+].[Li+].[Br-].Br[CH2:30][CH2:31][CH3:32]. (5) Given the product [CH:1]1([C:4]2[CH:5]=[N:6][CH:7]=[C:8]([CH:11]=2)[C:9](=[NH:10])[O:12][CH2:13][CH3:14])[CH2:2][CH2:3]1, predict the reactants needed to synthesize it. The reactants are: [CH:1]1([C:4]2[CH:5]=[N:6][CH:7]=[C:8]([CH:11]=2)[C:9]#[N:10])[CH2:3][CH2:2]1.[O-:12][CH2:13][CH3:14].[Na+]. (6) The reactants are: [CH2:1]([C:4]1[NH:8][C:7]2[CH:9]=[CH:10][CH:11]=[CH:12][C:6]=2[N:5]=1)[CH2:2][CH3:3].Br[CH2:14][C:15]1[CH:35]=[CH:34][C:18]2/[C:19](=[C:30](/[CH3:33])\[C:31]#[N:32])/[C:20]3[C:27]([F:28])=[CH:26][C:25]([F:29])=[CH:24][C:21]=3[O:22][CH2:23][C:17]=2[CH:16]=1. Given the product [F:28][C:27]1[C:20]2/[C:19](=[C:30](\[CH3:33])/[C:31]#[N:32])/[C:18]3[CH:34]=[CH:35][C:15]([CH2:14][N:8]4[C:7]5[CH:9]=[CH:10][CH:11]=[CH:12][C:6]=5[N:5]=[C:4]4[CH2:1][CH2:2][CH3:3])=[CH:16][C:17]=3[CH2:23][O:22][C:21]=2[CH:24]=[C:25]([F:29])[CH:26]=1, predict the reactants needed to synthesize it. (7) Given the product [CH3:1][O:2][C:3]1[CH:4]=[C:5]2[C:9](=[CH:10][CH:11]=1)[NH:8][CH:7]=[C:6]2[CH:14]1[CH2:13][C:12](=[O:18])[NH:16][C:15]1=[O:17], predict the reactants needed to synthesize it. The reactants are: [CH3:1][O:2][C:3]1[CH:4]=[C:5]2[C:9](=[CH:10][CH:11]=1)[NH:8][CH:7]=[CH:6]2.[C:12]1(=[O:18])[NH:16][C:15](=[O:17])[CH:14]=[CH:13]1. (8) Given the product [CH3:32][O:31][CH2:30][C:29]1[N:4]=[C:2]([CH3:3])[NH:5][C:25](=[O:26])[C:24]=1[CH2:23][C:20]1[CH:21]=[CH:22][C:17]([C:12]2[C:11]([C:9]#[N:10])=[CH:16][CH:15]=[CH:14][CH:13]=2)=[CH:18][CH:19]=1, predict the reactants needed to synthesize it. The reactants are: Cl.[C:2]([NH2:5])(=[NH:4])[CH3:3].C[O-].[Na+].[C:9]([C:11]1[CH:16]=[CH:15][CH:14]=[CH:13][C:12]=1[C:17]1[CH:22]=[CH:21][C:20]([CH2:23][CH:24]([C:29](=O)[CH2:30][O:31][CH3:32])[C:25](OC)=[O:26])=[CH:19][CH:18]=1)#[N:10].O1CCOCC1.